From a dataset of Catalyst prediction with 721,799 reactions and 888 catalyst types from USPTO. Predict which catalyst facilitates the given reaction. (1) Reactant: [C:1]1([C:7]2[N:12]=[CH:11][C:10]([NH:13][C:14]([C:16]3[CH:21]=[C:20]([N:22]4[CH2:27][CH2:26][CH2:25][CH2:24][CH2:23]4)[CH:19]=[CH:18][C:17]=3[NH:28][C:29]([C:31]3[CH:32]=[C:33]([CH:38]=[CH:39][CH:40]=3)[C:34]([O:36]C)=[O:35])=[O:30])=[O:15])=[CH:9][N:8]=2)[CH:6]=[CH:5][CH:4]=[CH:3][CH:2]=1.O.[OH-].[Li+]. Product: [C:1]1([C:7]2[N:12]=[CH:11][C:10]([NH:13][C:14]([C:16]3[CH:21]=[C:20]([N:22]4[CH2:27][CH2:26][CH2:25][CH2:24][CH2:23]4)[CH:19]=[CH:18][C:17]=3[NH:28][C:29]([C:31]3[CH:32]=[C:33]([CH:38]=[CH:39][CH:40]=3)[C:34]([OH:36])=[O:35])=[O:30])=[O:15])=[CH:9][N:8]=2)[CH:6]=[CH:5][CH:4]=[CH:3][CH:2]=1. The catalyst class is: 30. (2) Reactant: [Cl:1][C:2]1[CH:7]=[CH:6][C:5]([C:8]2[CH:13]=[N:12][N:11]3[C:14](=[O:17])[NH:15][N:16]=[C:10]3[C:9]=2[C:18]2[CH:23]=[CH:22][C:21]([Cl:24])=[CH:20][CH:19]=2)=[CH:4][CH:3]=1.C1C=CC(P(C2C=CC=CC=2)C2C=CC=CC=2)=CC=1.[F:44][C:45]([F:55])([F:54])[C:46]1[CH:47]=[CH:48][C:49]([CH2:52]O)=[N:50][CH:51]=1.N(C(OCC)=O)=NC(OCC)=O.C1(C)C=CC=CC=1. Product: [Cl:1][C:2]1[CH:7]=[CH:6][C:5]([C:8]2[CH:13]=[N:12][N:11]3[C:14](=[O:17])[N:15]([CH2:52][C:49]4[CH:48]=[CH:47][C:46]([C:45]([F:54])([F:44])[F:55])=[CH:51][N:50]=4)[N:16]=[C:10]3[C:9]=2[C:18]2[CH:23]=[CH:22][C:21]([Cl:24])=[CH:20][CH:19]=2)=[CH:4][CH:3]=1. The catalyst class is: 20.